Task: Binary Classification. Given a T-cell receptor sequence (or CDR3 region) and an epitope sequence, predict whether binding occurs between them.. Dataset: TCR-epitope binding with 47,182 pairs between 192 epitopes and 23,139 TCRs (1) The epitope is LEPLVDLPI. The TCR CDR3 sequence is CASSNVGVGGGYSYEQYF. Result: 1 (the TCR binds to the epitope). (2) The epitope is ATDALMTGY. The TCR CDR3 sequence is CASSLVGSGDTQYF. Result: 1 (the TCR binds to the epitope). (3) The epitope is ELAGIGILTV. The TCR CDR3 sequence is CASSPDPRGNEQFF. Result: 0 (the TCR does not bind to the epitope). (4) The epitope is AVFDRKSDAK. The TCR CDR3 sequence is CASSPGDTRTDTQYF. Result: 1 (the TCR binds to the epitope). (5) The epitope is RLRAEAQVK. The TCR CDR3 sequence is CASSPGTFWNYGYTF. Result: 1 (the TCR binds to the epitope). (6) The epitope is PROT_97E67BCC. The TCR CDR3 sequence is CASSERASGVGELFF. Result: 1 (the TCR binds to the epitope).